Dataset: Catalyst prediction with 721,799 reactions and 888 catalyst types from USPTO. Task: Predict which catalyst facilitates the given reaction. (1) Reactant: [CH3:1][O:2][C:3]1[C:8]2[O:9][CH2:10][O:11][C:7]=2[CH:6]=[C:5]([C:12](OC)=[O:13])[CH:4]=1.[H-].[H-].[H-].[H-].[Li+].[Al+3].O.[OH-].[Na+]. Product: [CH3:1][O:2][C:3]1[C:8]2[O:9][CH2:10][O:11][C:7]=2[CH:6]=[C:5]([CH2:12][OH:13])[CH:4]=1. The catalyst class is: 1. (2) Reactant: [F:1][C:2]1[CH:7]=[C:6](I)[CH:5]=[CH:4][N:3]=1.[Li]CCCC.[C:14]1(=[O:18])[CH2:17][CH2:16][CH2:15]1. Product: [F:1][C:2]1[CH:7]=[C:6]([C:14]2([OH:18])[CH2:17][CH2:16][CH2:15]2)[CH:5]=[CH:4][N:3]=1. The catalyst class is: 1. (3) Product: [C:24]([CH:2]1[CH:5]([C:6]2[CH:11]=[CH:10][CH:9]=[CH:8][C:7]=2[Cl:12])[N:4]([C:13]2[CH:18]=[CH:17][C:16]([O:19][CH3:20])=[CH:15][CH:14]=2)[C:3]1=[O:21])(=[O:27])[CH:25]=[CH2:26]. The catalyst class is: 2. Reactant: O[CH:2]1[CH:5]([C:6]2[CH:11]=[CH:10][CH:9]=[CH:8][C:7]=2[Cl:12])[N:4]([C:13]2[CH:18]=[CH:17][C:16]([O:19][CH3:20])=[CH:15][CH:14]=2)[C:3]1=[O:21].[H-].[Na+].[C:24](Cl)(=[O:27])[CH:25]=[CH2:26]. (4) Reactant: S(=O)(=O)(O)O.CC(C)(C)C([NH:10][C:11]1[CH:20]=[CH:19][C:18]2[N:17]3[CH2:21][CH2:22][CH2:23][CH:16]3[CH2:15][CH2:14][C:13]=2[C:12]=1[C:24]([O:26][CH3:27])=[O:25])=O. Product: [NH2:10][C:11]1[CH:20]=[CH:19][C:18]2[N:17]3[CH2:21][CH2:22][CH2:23][CH:16]3[CH2:15][CH2:14][C:13]=2[C:12]=1[C:24]([O:26][CH3:27])=[O:25]. The catalyst class is: 5. (5) Reactant: C(N(CC)CC)C.[Cl-].[CH:9]1([CH2:15][C:16]([C:18]2[N:19]=[C:20]([CH:23]3[CH2:28][CH2:27][NH2+:26][CH2:25][CH2:24]3)[S:21][CH:22]=2)=[O:17])[CH2:14][CH2:13][CH2:12][CH2:11][CH2:10]1.[Cl:29][C:30]1[CH:35]=[CH:34][C:33]([CH3:36])=[C:32]([N:37]=[C:38]=[O:39])[CH:31]=1.N12CCCN=C1CCCCC2. Product: [Cl:29][C:30]1[CH:35]=[CH:34][C:33]([CH3:36])=[C:32]([NH:37][C:38]([N:26]2[CH2:25][CH2:24][CH:23]([C:20]3[S:21][CH:22]=[C:18]([C:16](=[O:17])[CH2:15][CH:9]4[CH2:10][CH2:11][CH2:12][CH2:13][CH2:14]4)[N:19]=3)[CH2:28][CH2:27]2)=[O:39])[CH:31]=1. The catalyst class is: 4. (6) Reactant: C(OC(=O)[NH:7][C@@H:8]1[CH2:10][C@H:9]1[C:11]1[CH:15]=[C:14]([C:16](=[O:24])[NH:17][C:18]2[S:19][C:20]([CH3:23])=[N:21][N:22]=2)[S:13][C:12]=1[CH3:25])(C)(C)C.C(OCC)(=O)C.[ClH:33].C(OCC)(=O)C. Product: [ClH:33].[ClH:33].[NH2:7][C@@H:8]1[CH2:10][C@H:9]1[C:11]1[CH:15]=[C:14]([C:16]([NH:17][C:18]2[S:19][C:20]([CH3:23])=[N:21][N:22]=2)=[O:24])[S:13][C:12]=1[CH3:25]. The catalyst class is: 5. (7) Reactant: [Cl:1][C:2]1[CH:3]=[CH:4][C:5]2[N:6]([C:8](I)=[CH:9][N:10]=2)[N:7]=1.[F:12][C:13]([F:24])([F:23])[C:14]1[CH:19]=[CH:18][C:17](B(O)O)=[CH:16][CH:15]=1.[O-]P([O-])([O-])=O.[K+].[K+].[K+]. Product: [Cl:1][C:2]1[CH:3]=[CH:4][C:5]2[N:6]([C:8]([C:17]3[CH:18]=[CH:19][C:14]([C:13]([F:24])([F:23])[F:12])=[CH:15][CH:16]=3)=[CH:9][N:10]=2)[N:7]=1. The catalyst class is: 75.